From a dataset of Reaction yield outcomes from USPTO patents with 853,638 reactions. Predict the reaction yield, written as a fraction of the theoretical maximum amount of product (1.0 means a 100% yield; for example, 0.34 means a 34% yield). The reactants are Br[C:2]1[CH:7]=[C:6]([CH3:8])[C:5]([Br:9])=[CH:4][N:3]=1.[Br-].[CH:11]1([Zn+])[CH2:13][CH2:12]1.C([O-])(O)=O.[Na+]. The catalyst is C1COCC1.C1C=CC([P]([Pd]([P](C2C=CC=CC=2)(C2C=CC=CC=2)C2C=CC=CC=2)([P](C2C=CC=CC=2)(C2C=CC=CC=2)C2C=CC=CC=2)[P](C2C=CC=CC=2)(C2C=CC=CC=2)C2C=CC=CC=2)(C2C=CC=CC=2)C2C=CC=CC=2)=CC=1. The product is [Br:9][C:5]1[C:6]([CH3:8])=[CH:7][C:2]([CH:11]2[CH2:13][CH2:12]2)=[N:3][CH:4]=1. The yield is 0.470.